Dataset: Full USPTO retrosynthesis dataset with 1.9M reactions from patents (1976-2016). Task: Predict the reactants needed to synthesize the given product. (1) Given the product [ClH:49].[ClH:49].[CH2:1]([C:3]1[N:13]([CH2:14][C:15]2[CH:20]=[CH:19][C:18]([CH2:21][CH2:22][CH2:23][N:29]3[CH2:30][CH2:31][N:26]([CH3:25])[CH2:27][CH2:28]3)=[CH:17][CH:16]=2)[C:6]2=[N:7][C:8]([CH3:12])=[CH:9][C:10]([CH3:11])=[C:5]2[N:4]=1)[CH3:2], predict the reactants needed to synthesize it. The reactants are: [CH2:1]([C:3]1[N:13]([CH2:14][C:15]2[CH:20]=[CH:19][C:18]([CH2:21][CH2:22][CH2:23]O)=[CH:17][CH:16]=2)[C:6]2=[N:7][C:8]([CH3:12])=[CH:9][C:10]([CH3:11])=[C:5]2[N:4]=1)[CH3:2].[CH3:25][N:26]1[CH2:31][CH2:30][NH:29][CH2:28][CH2:27]1.[I-].C(C[P+](C)(C)C)#N.C(N(C(C)C)CC)(C)C.[ClH:49]. (2) Given the product [CH2:1]([O:3][C:4](=[O:24])[CH2:5][C:6]1[CH:11]=[CH:10][C:9]([O:12][CH3:13])=[C:8]([O:14][C:15]2[CH:20]=[CH:19][C:18]([Cl:21])=[CH:17][C:16]=2[CH2:22][N:27]2[C@H:26]([CH3:25])[C@H:30]([C:31]3[CH:36]=[CH:35][CH:34]=[CH:33][CH:32]=3)[O:29][C:28]2=[O:37])[CH:7]=1)[CH3:2], predict the reactants needed to synthesize it. The reactants are: [CH2:1]([O:3][C:4](=[O:24])[CH2:5][C:6]1[CH:11]=[CH:10][C:9]([O:12][CH3:13])=[C:8]([O:14][C:15]2[CH:20]=[CH:19][C:18]([Cl:21])=[CH:17][C:16]=2[CH2:22]Br)[CH:7]=1)[CH3:2].[CH3:25][C@@H:26]1[C@H:30]([C:31]2[CH:36]=[CH:35][CH:34]=[CH:33][CH:32]=2)[O:29][C:28](=[O:37])[NH:27]1.